This data is from Full USPTO retrosynthesis dataset with 1.9M reactions from patents (1976-2016). The task is: Predict the reactants needed to synthesize the given product. (1) Given the product [CH:31]1([C:2]2[CH:3]=[CH:4][C:5]([NH:8][CH2:9][C@@H:10]3[C@H:15]([CH3:16])[CH2:14][CH2:13][CH2:12][N:11]3[C:17]([C:19]3[CH:24]=[C:23]([CH3:25])[CH:22]=[CH:21][C:20]=3[N:26]3[N:30]=[CH:29][CH:28]=[N:27]3)=[O:18])=[N:6][CH:7]=2)[CH2:33][CH2:32]1, predict the reactants needed to synthesize it. The reactants are: Br[C:2]1[CH:3]=[CH:4][C:5]([NH:8][CH2:9][C@@H:10]2[C@H:15]([CH3:16])[CH2:14][CH2:13][CH2:12][N:11]2[C:17]([C:19]2[CH:24]=[C:23]([CH3:25])[CH:22]=[CH:21][C:20]=2[N:26]2[N:30]=[CH:29][CH:28]=[N:27]2)=[O:18])=[N:6][CH:7]=1.[CH:31]1(B(O)O)[CH2:33][CH2:32]1.C1(P(C2CCCCC2)C2CCCCC2)CCCCC1.[O-]P([O-])([O-])=O.[K+].[K+].[K+]. (2) Given the product [CH2:7]([C:9]1[CH:14]=[CH:13][C:12]([C:15]2[CH:19]=[C:18]([F:20])[S:17][C:16]=2[CH2:21][O:22][C:23]2[C:24]([F:37])=[CH:25][C:26]([CH2:30][CH2:31][CH2:32][OH:33])=[CH:27][C:28]=2[F:29])=[CH:11][CH:10]=1)[CH3:8], predict the reactants needed to synthesize it. The reactants are: [H-].[H-].[H-].[H-].[Li+].[Al+3].[CH2:7]([C:9]1[CH:14]=[CH:13][C:12]([C:15]2[CH:19]=[C:18]([F:20])[S:17][C:16]=2[CH2:21][O:22][C:23]2[C:28]([F:29])=[CH:27][C:26]([CH2:30][CH2:31][C:32](OCC)=[O:33])=[CH:25][C:24]=2[F:37])=[CH:11][CH:10]=1)[CH3:8]. (3) The reactants are: [F:1][C:2]1[C:3]([O:13]C)=[CH:4][CH:5]=[C:6]2[C:11]=1[N:10]=[C:9]([CH3:12])[CH:8]=[CH:7]2.B(Br)(Br)Br.[OH-].[Na+]. Given the product [F:1][C:2]1[C:3]([OH:13])=[CH:4][CH:5]=[C:6]2[C:11]=1[N:10]=[C:9]([CH3:12])[CH:8]=[CH:7]2, predict the reactants needed to synthesize it. (4) Given the product [CH3:11][C:12]1[N:16]([CH2:17][C:18]2[CH:19]=[CH:20][C:21]([CH3:24])=[CH:22][CH:23]=2)[N:15]=[C:14]([C:25]2[O:29][N:28]=[C:27]([C:30]3[CH:31]=[CH:32][C:33]([CH2:36][N:37]4[CH:9]=[CH:8][CH:7]=[CH:6]4)=[CH:34][CH:35]=3)[N:26]=2)[CH:13]=1, predict the reactants needed to synthesize it. The reactants are: C(O)(=O)C.N1C=[CH:9][CH:8]=[CH:7][CH:6]=1.[CH3:11][C:12]1[N:16]([CH2:17][C:18]2[CH:23]=[CH:22][C:21]([CH3:24])=[CH:20][CH:19]=2)[N:15]=[C:14]([C:25]2[O:29][N:28]=[C:27]([C:30]3[CH:35]=[CH:34][C:33]([CH2:36][NH2:37])=[CH:32][CH:31]=3)[N:26]=2)[CH:13]=1.COC1CCC(OC)O1. (5) Given the product [Cl:1][C:2]1[CH:3]=[C:4]([C:9]2[S:10][CH:11]=[C:12]([C:15](=[N:17][NH:18][C:20](=[S:21])[NH:19][C:22]3[CH:31]=[CH:30][C:25]4[O:26][CH2:27][CH2:28][O:29][C:24]=4[CH:23]=3)[CH3:16])[C:13]=2[OH:14])[CH:5]=[CH:6][C:7]=1[Cl:8], predict the reactants needed to synthesize it. The reactants are: [Cl:1][C:2]1[CH:3]=[C:4]([C:9]2[S:10][CH:11]=[C:12]([C:15](=[N:17][NH2:18])[CH3:16])[C:13]=2[OH:14])[CH:5]=[CH:6][C:7]=1[Cl:8].[N:19]([C:22]1[CH:31]=[CH:30][C:25]2[O:26][CH2:27][CH2:28][O:29][C:24]=2[CH:23]=1)=[C:20]=[S:21].CO.O. (6) The reactants are: [F:1][C:2]1[CH:9]=[C:8]([F:10])[CH:7]=[C:6]([F:11])[C:3]=1[CH:4]=O.[F:12][C:13]([F:20])([C:16]([F:19])([F:18])[F:17])[CH2:14][NH2:15]. Given the product [F:12][C:13]([F:20])([C:16]([F:19])([F:18])[F:17])[CH2:14][N:15]=[CH:4][C:3]1[C:2]([F:1])=[CH:9][C:8]([F:10])=[CH:7][C:6]=1[F:11], predict the reactants needed to synthesize it. (7) Given the product [CH3:1][C:2]1[CH:7]=[CH:6][C:5]([S:8]([O:11][CH2:12][CH:13]2[CH2:17][C:16]3[CH:18]=[CH:19][CH:20]=[C:21]([C:29]4[CH:28]=[CH:27][CH:26]=[CH:25][C:24]=4[Cl:23])[C:15]=3[O:14]2)(=[O:10])=[O:9])=[CH:4][CH:3]=1, predict the reactants needed to synthesize it. The reactants are: [CH3:1][C:2]1[CH:7]=[CH:6][C:5]([S:8]([O:11][CH2:12][CH:13]2[CH2:17][C:16]3[CH:18]=[CH:19][CH:20]=[C:21](Br)[C:15]=3[O:14]2)(=[O:10])=[O:9])=[CH:4][CH:3]=1.[Cl:23][C:24]1[CH:25]=[C:26](B(O)O)[CH:27]=[CH:28][CH:29]=1.C(=O)([O-])[O-].[K+].[K+].CC1C=CC(S(OCC2CC3C(C4C=CC=CC=4)=CC=CC=3O2)(=O)=O)=CC=1. (8) Given the product [CH2:1]([C:4]1[CH:18]=[CH:17][C:7]([O:8][C:9]2[CH:10]=[CH:11][C:12]([CH2:13][NH2:14])=[CH:15][CH:16]=2)=[CH:6][CH:5]=1)[CH2:2][CH3:3], predict the reactants needed to synthesize it. The reactants are: [CH2:1]([C:4]1[CH:18]=[CH:17][C:7]([O:8][C:9]2[CH:16]=[CH:15][C:12]([C:13]#[N:14])=[CH:11][CH:10]=2)=[CH:6][CH:5]=1)[CH2:2][CH3:3].C1COCC1.[H-].[Al+3].[Li+].[H-].[H-].[H-].[OH-].[Na+]. (9) Given the product [ClH:39].[NH2:7][C@H:8]([C:14](=[O:15])[N:16]1[CH2:17][C:18]([F:23])([F:24])[C:19]([F:21])([F:22])[CH2:20]1)[CH2:9][CH2:10][CH2:11][CH2:12][NH:13][C:37]([C:28]1[C:27]([CH3:26])=[N:36][C:35]2[C:30](=[CH:31][CH:32]=[CH:33][CH:34]=2)[N:29]=1)=[O:38], predict the reactants needed to synthesize it. The reactants are: C(OC(=O)[NH:7][C@H:8]([C:14]([N:16]1[CH2:20][C:19]([F:22])([F:21])[C:18]([F:24])([F:23])[CH2:17]1)=[O:15])[CH2:9][CH2:10][CH2:11][CH2:12][NH2:13])(C)(C)C.[CH3:26][C:27]1[C:28]([C:37]([Cl:39])=[O:38])=[N:29][C:30]2[C:35]([N:36]=1)=[CH:34][CH:33]=[CH:32][CH:31]=2.